Dataset: Catalyst prediction with 721,799 reactions and 888 catalyst types from USPTO. Task: Predict which catalyst facilitates the given reaction. (1) Reactant: [CH3:1][O:2][C:3]1[CH:10]=[CH:9][C:6]([CH2:7][NH2:8])=[CH:5][CH:4]=1.[CH3:11][C:12]([CH3:14])=O.C(O[BH-](OC(=O)C)OC(=O)C)(=O)C.[Na+]. Product: [CH:12]([NH:8][CH2:7][C:6]1[CH:9]=[CH:10][C:3]([O:2][CH3:1])=[CH:4][CH:5]=1)([CH3:14])[CH3:11]. The catalyst class is: 68. (2) Reactant: [CH2:1]([N:3]1[C:7]2=[N:8][C:9]([CH2:29][CH3:30])=[C:10]([CH2:19][NH:20][C:21]([C:23]3([C:26](O)=[O:27])[CH2:25][CH2:24]3)=[O:22])[C:11]([NH:12][CH:13]3[CH2:18][CH2:17][O:16][CH2:15][CH2:14]3)=[C:6]2[CH:5]=[N:4]1)[CH3:2].C[N:32](C(ON1N=NC2C=CC=CC1=2)=[N+](C)C)C.F[P-](F)(F)(F)(F)F.CCN(CC)CC.[Br:62][C:63]1[CH:64]=[C:65]([CH2:71]N)[CH:66]=[CH:67][C:68]=1[O:69][CH3:70]. Product: [Br:62][C:63]1[CH:64]=[C:65]([CH2:71][N:20]([CH2:19][C:10]2[C:11]([NH:12][CH:13]3[CH2:14][CH2:15][O:16][CH2:17][CH2:18]3)=[C:6]3[CH:5]=[N:4][N:3]([CH2:1][CH3:2])[C:7]3=[N:8][C:9]=2[CH2:29][CH3:30])[C:21]([C:23]2([C:26]([NH2:32])=[O:27])[CH2:24][CH2:25]2)=[O:22])[CH:66]=[CH:67][C:68]=1[O:69][CH3:70]. The catalyst class is: 2. (3) Reactant: [Cl:1][C:2]1[CH:3]=[C:4]([NH:9][C:10]([NH:12][C:13]2[CH:18]=[C:17]([C:19]3[C:20](=[O:42])[N:21]([CH2:40][CH3:41])[C:22]4[C:27]([CH:28]=3)=[CH:26][N:25]=[C:24]([N:29](CC3C=CC(OC)=CC=3)[CH3:30])[CH:23]=4)[C:16]([CH3:43])=[CH:15][C:14]=2[F:44])=[O:11])[CH:5]=[C:6]([F:8])[CH:7]=1.C1(OC)C=CC=CC=1. Product: [Cl:1][C:2]1[CH:3]=[C:4]([NH:9][C:10]([NH:12][C:13]2[CH:18]=[C:17]([C:19]3[C:20](=[O:42])[N:21]([CH2:40][CH3:41])[C:22]4[C:27]([CH:28]=3)=[CH:26][N:25]=[C:24]([NH:29][CH3:30])[CH:23]=4)[C:16]([CH3:43])=[CH:15][C:14]=2[F:44])=[O:11])[CH:5]=[C:6]([F:8])[CH:7]=1. The catalyst class is: 67. (4) Reactant: [CH:1](/B(O)O)=[CH:2]\[C:3]1[CH:8]=[CH:7][CH:6]=[CH:5][CH:4]=1.O1CCOCC1.Br[C:19]1[CH:31]=[CH:30][C:22]([C:23]([O:25][C:26]([CH3:29])([CH3:28])[CH3:27])=[O:24])=[CH:21][CH:20]=1.C(=O)([O-])[O-].[Na+].[Na+]. Product: [CH:1](/[C:19]1[CH:31]=[CH:30][C:22]([C:23]([O:25][C:26]([CH3:27])([CH3:28])[CH3:29])=[O:24])=[CH:21][CH:20]=1)=[CH:2]\[C:3]1[CH:8]=[CH:7][CH:6]=[CH:5][CH:4]=1. The catalyst class is: 103. (5) Reactant: C[C:2]1[CH:13]=[C:12]([O:14][CH3:15])[CH:11]=[CH:10][C:3]=1[C:4](C)([OH:8])[C:5]([O-])=[O:6].O.[NH2:17][NH2:18]. Product: [OH:8][CH:4]([C:3]1[CH:10]=[CH:11][C:12]([O:14][CH3:15])=[CH:13][CH:2]=1)[C:5]([NH:17][NH2:18])=[O:6]. The catalyst class is: 5. (6) Reactant: [H-].[Na+].[C:3]([C:7]1[C:21]([OH:22])=[CH:20][C:10]2[CH2:11][C:12]3([O:19][C:9]=2[CH:8]=1)[CH2:18][CH2:17][CH2:16][CH2:15][CH2:14][CH2:13]3)([CH3:6])([CH3:5])[CH3:4].[CH2:23](Br)[CH:24]=[CH:25][CH3:26]. Product: [CH2:23]([O:22][C:21]1[C:7]([C:3]([CH3:6])([CH3:4])[CH3:5])=[CH:8][C:9]2[O:19][C:12]3([CH2:18][CH2:17][CH2:16][CH2:15][CH2:14][CH2:13]3)[CH2:11][C:10]=2[CH:20]=1)[CH:24]=[CH:25][CH3:26]. The catalyst class is: 9. (7) Reactant: [F:1][C:2]([F:14])([F:13])[C:3](=O)[CH2:4][C:5]([C:7]1[O:8][CH:9]=[CH:10][CH:11]=1)=O.[Cl:15][C:16]1[C:17]([NH:23][NH2:24])=[N:18][CH:19]=[C:20]([Cl:22])[CH:21]=1. Product: [Cl:15][C:16]1[C:17]([N:23]2[C:5]([C:7]3[O:8][CH:9]=[CH:10][CH:11]=3)=[CH:4][C:3]([C:2]([F:14])([F:13])[F:1])=[N:24]2)=[N:18][CH:19]=[C:20]([Cl:22])[CH:21]=1. The catalyst class is: 15.